From a dataset of Reaction yield outcomes from USPTO patents with 853,638 reactions. Predict the reaction yield, written as a fraction of the theoretical maximum amount of product (1.0 means a 100% yield; for example, 0.34 means a 34% yield). (1) The reactants are [Cl:1][C:2]1[CH:3]=[C:4]([CH:7]=[C:8]([Cl:20])[C:9]=1[C:10]1[N:14]2[CH:15]=[C:16]([F:19])[CH:17]=[CH:18][C:13]2=[N:12][N:11]=1)[CH:5]=O.[CH3:21][N:22]1[CH2:27][CH2:26][NH:25][CH2:24][CH2:23]1.C(O[BH-](OC(=O)C)OC(=O)C)(=O)C.[Na+]. The catalyst is ClCCCl.C(=O)(O)[O-].[Na+]. The product is [Cl:1][C:2]1[CH:3]=[C:4]([CH2:5][N:25]2[CH2:26][CH2:27][N:22]([CH3:21])[CH2:23][CH2:24]2)[CH:7]=[C:8]([Cl:20])[C:9]=1[C:10]1[N:14]2[CH:15]=[C:16]([F:19])[CH:17]=[CH:18][C:13]2=[N:12][N:11]=1. The yield is 0.570. (2) The reactants are Cl.[CH3:2][O:3][NH2:4].C(N(CC)CC)C.Cl[S:13]([C:16]1[CH:25]=[CH:24][CH:23]=[CH:22][C:17]=1[C:18]([O:20][CH3:21])=[O:19])(=[O:15])=[O:14].O. The catalyst is C(Cl)(Cl)Cl. The product is [CH3:2][O:3][NH:4][S:13]([C:16]1[CH:25]=[CH:24][CH:23]=[CH:22][C:17]=1[C:18]([O:20][CH3:21])=[O:19])(=[O:15])=[O:14]. The yield is 0.710. (3) The reactants are [Cl:1][C:2]1[C:6]([NH:7][C:8](=[O:10])[CH3:9])=[CH:5][N:4]([C:11]2[CH:12]=[N:13][CH:14]=[CH:15][CH:16]=2)[N:3]=1.O1CC[CH2:19][CH2:18]1.CC(C)([O-])C.[Na+].BrCC. The catalyst is C(OCC)(=O)C.O.ClCCl. The product is [Cl:1][C:2]1[C:6]([N:7]([CH2:18][CH3:19])[C:8](=[O:10])[CH3:9])=[CH:5][N:4]([C:11]2[CH:12]=[N:13][CH:14]=[CH:15][CH:16]=2)[N:3]=1. The yield is 0.740. (4) The reactants are [C:1]1([CH:8]=[CH:7][C:5]([OH:6])=[CH:4][CH:3]=1)[OH:2].[OH-].[K+].[Br:11][CH2:12][CH2:13][CH2:14][CH2:15][CH2:16]Br. The catalyst is CO. The product is [Br:11][CH2:12][CH2:13][CH2:14][CH2:15][CH2:16][O:2][C:1]1[CH:8]=[CH:7][C:5]([OH:6])=[CH:4][CH:3]=1. The yield is 0.200. (5) The reactants are B(O)O.[C:4]([O:8][C:9](=[O:20])[NH:10][CH2:11][C:12]1[CH:17]=[C:16]([F:18])[CH:15]=[CH:14][C:13]=1[NH2:19])([CH3:7])([CH3:6])[CH3:5].CC[N:23]([CH2:26][CH3:27])[CH2:24][CH3:25]. The catalyst is C(Cl)Cl.CC([O-])=O.CC([O-])=O.[Cu+2]. The product is [C:4]([O:8][C:9](=[O:20])[NH:10][CH2:11][C:12]1[CH:17]=[C:16]([F:18])[CH:15]=[CH:14][C:13]=1[NH:19][C:14]1[CH:13]=[C:12]2[C:26](=[CH:27][CH:15]=1)[N:23]([CH2:24][CH:25]1[CH2:6][CH2:4][CH2:5]1)[N:10]=[CH:11]2)([CH3:7])([CH3:5])[CH3:6]. The yield is 0.370. (6) The reactants are P(Br)(Br)[Br:2].[Br:5][C:6]1[C:7]([O:15][CH3:16])=[CH:8][C:9]([F:14])=[C:10]([CH2:12]O)[CH:11]=1.C([O-])(O)=O.[Na+]. The catalyst is C(Cl)Cl. The product is [Br:5][C:6]1[CH:11]=[C:10]([CH2:12][Br:2])[C:9]([F:14])=[CH:8][C:7]=1[O:15][CH3:16]. The yield is 0.948. (7) The catalyst is O1CCOCC1.C1C=CC([P]([Pd]([P](C2C=CC=CC=2)(C2C=CC=CC=2)C2C=CC=CC=2)([P](C2C=CC=CC=2)(C2C=CC=CC=2)C2C=CC=CC=2)[P](C2C=CC=CC=2)(C2C=CC=CC=2)C2C=CC=CC=2)(C2C=CC=CC=2)C2C=CC=CC=2)=CC=1. The reactants are Br[C:2]1[CH:3]=[C:4]([N:22]([CH:24]2[CH2:28][CH2:27][CH2:26][CH2:25]2)[CH3:23])[C:5]([CH3:21])=[C:6]([CH:20]=1)[C:7]([NH:9][CH2:10][C:11]1[C:12](=[O:19])[NH:13][C:14]([CH3:18])=[CH:15][C:16]=1[CH3:17])=[O:8].[CH:29]([C:31]1[CH:36]=[CH:35][C:34](B(O)O)=[CH:33][CH:32]=1)=[O:30].C([O-])([O-])=O.[Na+].[Na+].C(Cl)Cl. The yield is 0.440. The product is [CH:24]1([N:22]([CH3:23])[C:4]2[C:5]([CH3:21])=[C:6]([C:7]([NH:9][CH2:10][C:11]3[C:12](=[O:19])[NH:13][C:14]([CH3:18])=[CH:15][C:16]=3[CH3:17])=[O:8])[CH:20]=[C:2]([C:34]3[CH:35]=[CH:36][C:31]([CH:29]=[O:30])=[CH:32][CH:33]=3)[CH:3]=2)[CH2:28][CH2:27][CH2:26][CH2:25]1. (8) The reactants are [N+:1]([C:4]1[C:5]([NH:10][CH:11]2[CH2:14][N:13]([C:15]3[CH:24]=[CH:23][C:22]4[C:17](=[CH:18][CH:19]=[CH:20][CH:21]=4)[N:16]=3)[CH2:12]2)=[N:6][CH:7]=[CH:8][CH:9]=1)([O-])=O.C(O)(=O)C. The catalyst is C(O)C.O.[Fe]. The product is [N:16]1[C:17]2[C:22](=[CH:21][CH:20]=[CH:19][CH:18]=2)[CH:23]=[CH:24][C:15]=1[N:13]1[CH2:14][CH:11]([NH:10][C:5]2[C:4]([NH2:1])=[CH:9][CH:8]=[CH:7][N:6]=2)[CH2:12]1. The yield is 0.800. (9) The reactants are [N:1]1[C:10]2[C:5](=[CH:6][CH:7]=[CH:8][CH:9]=2)[CH:4]=[C:3]([CH:11]=O)[CH:2]=1.CN.CO.CC(O)=O.[BH3-][C:22]#[N:23].[Na+]. The catalyst is CO. The product is [CH3:22][NH:23][CH2:11][C:3]1[CH:2]=[N:1][C:10]2[C:5]([CH:4]=1)=[CH:6][CH:7]=[CH:8][CH:9]=2. The yield is 0.240. (10) The catalyst is C(#N)C. The yield is 0.550. The reactants are [NH2:1][C:2]1[CH:22]=[CH:21][C:5]([O:6][C:7]2[C:16]3[C:11](=[CH:12][C:13]([O:19][CH3:20])=[C:14]([C:17]#[N:18])[CH:15]=3)[N:10]=[CH:9][CH:8]=2)=[CH:4][CH:3]=1.C1(C)C=CC=CC=1.[CH2:30]([N:34]=[C:35]=[O:36])[CH2:31][CH2:32][CH3:33]. The product is [C:17]([C:14]1[CH:15]=[C:16]2[C:11](=[CH:12][C:13]=1[O:19][CH3:20])[N:10]=[CH:9][CH:8]=[C:7]2[O:6][C:5]1[CH:21]=[CH:22][C:2]([NH:1][C:35]([NH:34][CH2:30][CH2:31][CH2:32][CH3:33])=[O:36])=[CH:3][CH:4]=1)#[N:18].